This data is from HIV replication inhibition screening data with 41,000+ compounds from the AIDS Antiviral Screen. The task is: Binary Classification. Given a drug SMILES string, predict its activity (active/inactive) in a high-throughput screening assay against a specified biological target. (1) The drug is N=C1C=CC(=C(c2ccc(N)cc2)c2ccc(N)cc2)C=C1. The result is 0 (inactive). (2) The compound is CCOC(=O)C(NC(=O)CC)(Nc1ccc(S(=O)(=O)Nc2nc(C)cc(C)n2)cc1)C(F)(F)F. The result is 0 (inactive).